Predict the product of the given reaction. From a dataset of Forward reaction prediction with 1.9M reactions from USPTO patents (1976-2016). (1) Given the reactants [N:1]1[CH:6]=[CH:5][CH:4]=[C:3]([CH2:7][CH2:8]O)[CH:2]=1.C(Br)(Br)(Br)[Br:11].C1C=CC(P(C2C=CC=CC=2)C2C=CC=CC=2)=CC=1, predict the reaction product. The product is: [Br:11][CH2:8][CH2:7][C:3]1[CH:2]=[N:1][CH:6]=[CH:5][CH:4]=1. (2) Given the reactants Cl.[CH:2]1([CH2:5][O:6][C:7]2[CH:12]=[CH:11][C:10]([CH3:13])=[CH:9][C:8]=2[C:14]2[C:15]3[NH:23][C:22]([CH3:24])=[C:21]([C:25]([NH:27][CH:28]4[CH2:33][CH2:32][NH:31][CH2:30][CH2:29]4)=[O:26])[C:16]=3[N:17]=[C:18]([CH3:20])[N:19]=2)[CH2:4][CH2:3]1.[C:34](Cl)(=[O:36])[CH3:35], predict the reaction product. The product is: [C:34]([N:31]1[CH2:30][CH2:29][CH:28]([NH:27][C:25]([C:21]2[C:16]3[N:17]=[C:18]([CH3:20])[N:19]=[C:14]([C:8]4[CH:9]=[C:10]([CH3:13])[CH:11]=[CH:12][C:7]=4[O:6][CH2:5][CH:2]4[CH2:3][CH2:4]4)[C:15]=3[NH:23][C:22]=2[CH3:24])=[O:26])[CH2:33][CH2:32]1)(=[O:36])[CH3:35]. (3) Given the reactants [CH3:1][O:2][C:3]1[CH:4]=[C:5]([CH:9]([C:11]2[CH:16]=[CH:15][CH:14]=[CH:13][C:12]=2[S:17]CC2C(OC)=CC(OC)=CC=2OC)O)[CH:6]=[CH:7][CH:8]=1.C([SiH](CC)CC)C.C(O)(C(F)(F)F)=O.C(Cl)Cl, predict the reaction product. The product is: [CH3:1][O:2][C:3]1[CH:4]=[C:5]([CH:6]=[CH:7][CH:8]=1)[CH2:9][C:11]1[CH:16]=[CH:15][CH:14]=[CH:13][C:12]=1[SH:17]. (4) Given the reactants C(Cl)(=O)C(Cl)=O.[Cl:7][C:8]1[CH:9]=[CH:10][C:11]([O:24][CH2:25][C:26]2[CH:31]=[CH:30][CH:29]=[CH:28][CH:27]=2)=[C:12]([CH2:14][N:15]2[C:19]([CH3:20])=[CH:18][C:17]([C:21]([OH:23])=O)=[N:16]2)[CH:13]=1.[NH2:32][C:33]1[CH:38]=[CH:37][CH:36]=[CH:35][N:34]=1.C(N(CC)CC)C, predict the reaction product. The product is: [Cl:7][C:8]1[CH:9]=[CH:10][C:11]([O:24][CH2:25][C:26]2[CH:27]=[CH:28][CH:29]=[CH:30][CH:31]=2)=[C:12]([CH2:14][N:15]2[C:19]([CH3:20])=[CH:18][C:17]([C:21]([NH:32][C:33]3[CH:38]=[CH:37][CH:36]=[CH:35][N:34]=3)=[O:23])=[N:16]2)[CH:13]=1. (5) Given the reactants [O:1]1[C:5]2[CH:6]=[CH:7][C:8]([CH2:10][CH:11]([CH3:16])[CH2:12][C:13]([OH:15])=O)=[CH:9][C:4]=2[O:3][CH2:2]1.C([O-])([O-])=O.[K+].[K+].O=P(Cl)(Cl)Cl.[OH-].[Na+], predict the reaction product. The product is: [CH3:16][CH:11]1[CH2:10][C:8]2[C:7](=[CH:6][C:5]3[O:1][CH2:2][O:3][C:4]=3[CH:9]=2)[C:13](=[O:15])[CH2:12]1. (6) Given the reactants C(Cl)(=O)C(Cl)=[O:3].CS(C)=O.[C:11]([C:18]([CH3:23])([CH3:22])[CH:19]([NH2:21])O)([O:13][C:14]([CH3:17])([CH3:16])[CH3:15])=[O:12].C(N(CC)CC)C.P([O-])(O)(O)=O.[Na+], predict the reaction product. The product is: [C:11]([C:18]([CH3:23])([CH2:19][NH2:21])[CH:22]=[O:3])([O:13][C:14]([CH3:17])([CH3:16])[CH3:15])=[O:12].